From a dataset of Experimentally validated miRNA-target interactions with 360,000+ pairs, plus equal number of negative samples. Binary Classification. Given a miRNA mature sequence and a target amino acid sequence, predict their likelihood of interaction. (1) The miRNA is hsa-miR-15a-3p with sequence CAGGCCAUAUUGUGCUGCCUCA. The protein sequence of the target gene is MEQFPKETVVESSGPKVLETAEEIQERRQEVLTRYQSFKERVAERGQKLEDSYHLQVFKRDADDLGKWIMEKVNILTDKSYEDPTNIQGKYQKHQSLEAEVQTKSRLMSELEKTREERFTMGHSAHEETKAHIEELRHLWDLLLELTLEKGDQLLRALKFQQYVQECADILEWIGDKEAIATSVELGEDWERTEVLHKKFEDFQVELVAKEGRVVEVNQYANECAEENHPDLPLIQSKQNEVNAAWERLRGLALQRQKALSNAANLQRFKRDVTEAIQWIKEKEPVLTSEDYGKDLVASE.... Result: 1 (interaction). (2) The miRNA is hsa-miR-376c-3p with sequence AACAUAGAGGAAAUUCCACGU. The protein sequence of the target gene is MEQRGQNAPAASGARKRHGPGPREARGARPGPRVPKTLVLVVAAVLLLVSAESALITQQDLAPQQRAAPQQKRSSPSEGLCPPGHHISEDGRDCISCKYGQDYSTHWNDLLFCLRCTRCDSGEVELSPCTTTRNTVCQCEEGTFREEDSPEMCRKCRTGCPRGMVKVGDCTPWSDIECVHKESGTKHSGEVPAVEETVTSSPGTPASPCSLSGIIIGVTVAAVVLIVAVFVCKSLLWKKVLPYLKGICSGGGGDPERVDRSSQRPGAEDNVLNEIVSILQPTQVPEQEMEVQEPAEPTGV.... Result: 1 (interaction). (3) The miRNA is mmu-miR-340-5p with sequence UUAUAAAGCAAUGAGACUGAUU. The protein sequence of the target gene is MAAVELEWIPETLYNTAISAVVDNYIRSRRDIRSLPENIQFDVYYKLYQQGRLCQLGSEFCELEVFAKVLRALDKRHLLHHCFQALMDHGVKVASVLAYSFSRRCSYIAESDAAVKEKAIQVGFVLGGFLSDAGWYSDAEKVFLSCLQLCTLHDEMLHWFRAVECCVRLLHVRNGNCKYHLGEETFKLAQTYMDKLSKHGQQANRAALYGELCALLFAKSHYDEAYKWCVEAMKEITAGLPVKVVVDVLRQASKACVVKREFKKAEQLIKHAVYLARDHFGSKHPKYSDTLLDYGFYLLN.... Result: 0 (no interaction). (4) The miRNA is hsa-miR-1304-3p with sequence UCUCACUGUAGCCUCGAACCCC. The protein sequence of the target gene is MAARAVLDEFTAPAEKAELLEQSRGRIEGLFGVSLAVLGALGAEEPLPARIWLQLCGAQEAVHSAKEYIKGICEPELEERECYPKDMHCIFVGAESLFLKSLIQDTCADLCILDIGLLGIRGSAEAVVMARSHIQQFVKLFENKENLPSSQKESEVKREFKQFVEAHADNYTMDLLILPTSLKKELLTLTQGEENLFETGDDEVIEMRDSQQTEFTQNAATGLNISRDETVLQEEARNKAGTPVSELTKQMDTVLSSSPDVLFDPINGLTPDEEALSNERICQKRRFSDSEERHTKKQFS.... Result: 0 (no interaction).